Dataset: Forward reaction prediction with 1.9M reactions from USPTO patents (1976-2016). Task: Predict the product of the given reaction. (1) Given the reactants [C:1]1([OH:7])[CH:6]=[CH:5][CH:4]=[CH:3][CH:2]=1.C[Si]([N-][Si](C)(C)C)(C)C.[Na+].Cl[C:19]1[C:28]2[CH2:27][CH2:26][CH2:25][CH:24]([OH:29])[C:23]=2[N:22]=[C:21]([CH3:30])[CH:20]=1.[OH-].[Na+], predict the reaction product. The product is: [CH3:30][C:21]1[CH:20]=[C:19]([O:7][C:1]2[CH:6]=[CH:5][CH:4]=[CH:3][CH:2]=2)[C:28]2[CH2:27][CH2:26][CH2:25][CH:24]([OH:29])[C:23]=2[N:22]=1. (2) Given the reactants [NH2:1][C:2]1[C:10]2[C:5](=[N:6][C:7]([C:11]3[CH:12]=[C:13]([CH:20]=[CH:21][C:22]=3[CH3:23])[C:14]([NH:16][CH:17]3[CH2:19][CH2:18]3)=[O:15])=[CH:8][CH:9]=2)[NH:4][N:3]=1.[S:24]1[CH:28]=[CH:27][CH:26]=[C:25]1[S:29](Cl)(=[O:31])=[O:30], predict the reaction product. The product is: [CH:17]1([NH:16][C:14](=[O:15])[C:13]2[CH:20]=[CH:21][C:22]([CH3:23])=[C:11]([C:7]3[N:6]=[C:5]4[NH:4][N:3]=[C:2]([NH:1][S:29]([C:25]5[S:24][CH:28]=[CH:27][CH:26]=5)(=[O:31])=[O:30])[C:10]4=[CH:9][CH:8]=3)[CH:12]=2)[CH2:18][CH2:19]1. (3) Given the reactants Br[C:2]1[CH:23]=[CH:22][C:5]2[C:6]3[N:7]([CH:11]=[C:12]([C:14]4[N:18]([CH:19]([CH3:21])[CH3:20])[N:17]=[CH:16][N:15]=4)[N:13]=3)[CH2:8][CH2:9][O:10][C:4]=2[CH:3]=1.[C:24]([O:28][C:29](=[O:35])[C@@H:30]1[CH2:34][CH2:33][CH2:32][NH:31]1)([CH3:27])([CH3:26])[CH3:25].CC(C)([O-])C.[Na+].C1(C)C=CC=CC=1.[Br-], predict the reaction product. The product is: [CH:19]([N:18]1[C:14]([C:12]2[N:13]=[C:6]3[C:5]4[CH:22]=[CH:23][C:2]([N:31]5[CH2:32][CH2:33][CH2:34][C@H:30]5[C:29]([O:28][C:24]([CH3:27])([CH3:26])[CH3:25])=[O:35])=[CH:3][C:4]=4[O:10][CH2:9][CH2:8][N:7]3[CH:11]=2)=[N:15][CH:16]=[N:17]1)([CH3:21])[CH3:20]. (4) The product is: [CH3:23][O:24][C:25]1[CH:30]=[CH:29][N:28]=[C:27]([CH2:31][CH2:32][C:33]2[NH:42][C:36]3=[N:37][CH:38]=[C:39]([C:2]4[CH:7]=[CH:6][C:5]([S:8]([N:11]5[CH2:16][CH2:15][N:14]([CH3:17])[CH2:13][CH2:12]5)(=[O:10])=[O:9])=[CH:4][CH:3]=4)[CH:40]=[C:35]3[N:34]=2)[CH:26]=1. Given the reactants Br[C:2]1[CH:7]=[CH:6][C:5]([S:8]([N:11]2[CH2:16][CH2:15][N:14]([CH3:17])[CH2:13][CH2:12]2)(=[O:10])=[O:9])=[CH:4][CH:3]=1.C([O-])(=O)C.[K+].[CH3:23][O:24][C:25]1[CH:30]=[CH:29][N:28]=[C:27]([CH2:31][CH2:32][C:33]2[NH:42][C:36]3=[N:37][CH:38]=[C:39](I)[CH:40]=[C:35]3[N:34]=2)[CH:26]=1.C(=O)([O-])[O-].[K+].[K+].[Cl-].[Li+], predict the reaction product. (5) Given the reactants Cl.[F:2][C:3]([F:39])([F:38])[C:4]1[CH:5]=[C:6]([C@H:14]([O:16][C@H:17]2[CH2:22][CH2:21][N:20]([C:23]([C@H:25]3[CH2:30][CH2:29][C@H:28]([NH2:31])[CH2:27][CH2:26]3)=[O:24])[CH2:19][C@H:18]2[C:32]2[CH:37]=[CH:36][CH:35]=[CH:34][CH:33]=2)[CH3:15])[CH:7]=[C:8]([C:10]([F:13])([F:12])[F:11])[CH:9]=1.CCN(CC)CC.[C:47](Cl)(=[O:49])[CH3:48].O, predict the reaction product. The product is: [F:39][C:3]([F:2])([F:38])[C:4]1[CH:5]=[C:6]([C@H:14]([O:16][C@H:17]2[CH2:22][CH2:21][N:20]([C:23]([C@H:25]3[CH2:26][CH2:27][C@H:28]([NH:31][C:47](=[O:49])[CH3:48])[CH2:29][CH2:30]3)=[O:24])[CH2:19][C@H:18]2[C:32]2[CH:33]=[CH:34][CH:35]=[CH:36][CH:37]=2)[CH3:15])[CH:7]=[C:8]([C:10]([F:12])([F:11])[F:13])[CH:9]=1.